Task: Predict the product of the given reaction.. Dataset: Forward reaction prediction with 1.9M reactions from USPTO patents (1976-2016) (1) Given the reactants [CH3:1][O:2][C:3]1[CH:4]=[C:5]([CH:7]=[C:8]([O:12][CH3:13])[C:9]=1[O:10][CH3:11])[NH2:6].[N:14]#[C:15][NH2:16].[N+:17]([O-:20])([OH:19])=[O:18], predict the reaction product. The product is: [N+:17]([O-:20])([O-:19])=[O:18].[CH3:13][O:12][C:8]1[CH:7]=[C:5]([NH:6][C:15]([NH2:16])=[NH2+:14])[CH:4]=[C:3]([O:2][CH3:1])[C:9]=1[O:10][CH3:11]. (2) The product is: [Br:32][C:33]1[CH:34]=[C:35]([CH:39]=[CH:40][CH:41]=1)[C:36]([NH:22][C:19]1[N:20]=[N:21][C:16]([N:9]2[C:10]([C:12]([F:15])([F:13])[F:14])=[CH:11][C:7]([C:3]3[CH:2]=[N:1][CH:6]=[CH:5][CH:4]=3)=[N:8]2)=[CH:17][CH:18]=1)=[O:37]. Given the reactants [N:1]1[CH:6]=[CH:5][CH:4]=[C:3]([C:7]2[CH:11]=[C:10]([C:12]([F:15])([F:14])[F:13])[N:9]([C:16]3[N:21]=[N:20][C:19]([NH2:22])=[CH:18][CH:17]=3)[N:8]=2)[CH:2]=1.C(N(CC)C(C)C)(C)C.[Br:32][C:33]1[CH:34]=[C:35]([CH:39]=[CH:40][CH:41]=1)[C:36](Cl)=[O:37].C(=O)(O)[O-].[Na+], predict the reaction product. (3) Given the reactants C[O:2][C:3]1[C:12]([C:13]#[N:14])=[CH:11][C:10]2[C:5](=[CH:6][CH:7]=[C:8]([C:15]#[N:16])[CH:9]=2)[CH:4]=1.[Cl-].[Al+3].[Cl-].[Cl-].O, predict the reaction product. The product is: [OH:2][C:3]1[C:12]([C:13]#[N:14])=[CH:11][C:10]2[C:5](=[CH:6][CH:7]=[C:8]([C:15]#[N:16])[CH:9]=2)[CH:4]=1. (4) Given the reactants [F:1][C:2]1[CH:3]=[C:4]([CH2:9][C:10]([OH:12])=[O:11])[CH:5]=[CH:6][C:7]=1[F:8].Br[CH2:14][C:15]([C:17]1[CH:22]=[CH:21][C:20]([S:23]([CH3:26])(=[O:25])=[O:24])=[CH:19][CH:18]=1)=O.C1CCN2C(=NCCC2)CC1.Cl, predict the reaction product. The product is: [F:1][C:2]1[CH:3]=[C:4]([C:9]2[C:10](=[O:12])[O:11][CH2:14][C:15]=2[C:17]2[CH:18]=[CH:19][C:20]([S:23]([CH3:26])(=[O:25])=[O:24])=[CH:21][CH:22]=2)[CH:5]=[CH:6][C:7]=1[F:8]. (5) Given the reactants [C:1]([N:8]1[CH:12]=[CH:11]N=[CH:9]1)(N1C=CN=C1)=[O:2].[CH3:13][Si:14]([CH3:19])([CH3:18])[CH2:15][CH2:16][OH:17].Cl.O.N1CC[C:25](=[O:28])[CH2:24]C1.CCN(CC)CC, predict the reaction product. The product is: [CH3:13][Si:14]([CH3:19])([CH3:18])[CH2:15][CH2:16][O:17][C:1]([N:8]1[CH2:9][CH2:24][C:25](=[O:28])[CH2:11][CH2:12]1)=[O:2]. (6) Given the reactants [NH2:1][C:2]1[CH:26]=[CH:25][C:5]([O:6][CH2:7][C:8]([O:10][CH2:11][CH2:12][O:13][C:14](=[O:24])[CH2:15][O:16][C:17]2[CH:22]=[CH:21][C:20]([NH2:23])=[CH:19][CH:18]=2)=[O:9])=[CH:4][CH:3]=1.Cl[C:28](Cl)([O:30]C(=O)OC(Cl)(Cl)Cl)Cl.[O:39]1CCOC[CH2:40]1, predict the reaction product. The product is: [N:23]([C:20]1[CH:19]=[CH:18][C:17]([O:16][CH2:15][C:14]([O:13][CH2:12][CH2:11][O:10][C:8](=[O:9])[CH2:7][O:6][C:5]2[CH:25]=[CH:26][C:2]([N:1]=[C:40]=[O:39])=[CH:3][CH:4]=2)=[O:24])=[CH:22][CH:21]=1)=[C:28]=[O:30]. (7) Given the reactants [CH3:1][O:2][C:3]1[CH:8]=[CH:7][C:6](/[CH:9]=[N:10]/[C@H:11]([CH2:14][O:15][C:16]2[CH:21]=[CH:20][C:19]([C:22]3[CH:27]=[CH:26][C:25]([O:28][C:29]([F:32])([F:31])[F:30])=[CH:24][CH:23]=3)=[CH:18][CH:17]=2)[CH2:12]O)=[CH:5][CH:4]=1.C1(P(C2C=CC=CC=2)C2C=CC=CC=2)C=CC=CC=1.[CH3:52][C:53]1([CH3:60])[NH:57][C:56](=[O:58])[NH:55][C:54]1=[O:59].N(C(OC(C)C)=O)=NC(OC(C)C)=O, predict the reaction product. The product is: [CH3:1][O:2][C:3]1[CH:8]=[CH:7][C:6](/[CH:9]=[N:10]/[C@H:11]([CH2:14][O:15][C:16]2[CH:21]=[CH:20][C:19]([C:22]3[CH:27]=[CH:26][C:25]([O:28][C:29]([F:30])([F:32])[F:31])=[CH:24][CH:23]=3)=[CH:18][CH:17]=2)[CH2:12][N:55]2[C:54](=[O:59])[C:53]([CH3:60])([CH3:52])[NH:57][C:56]2=[O:58])=[CH:5][CH:4]=1. (8) Given the reactants [CH2:1]([O:3][C:4]([C:6]1([C:28]([O:30][CH2:31][CH3:32])=[O:29])[CH2:10][CH2:9][C:8](=[O:11])[N:7]1[C:12]1[CH:13]=[N:14][C:15]([O:18][C:19]2[CH:24]=[CH:23][C:22]([C:25]([OH:27])=O)=[CH:21][CH:20]=2)=[CH:16][CH:17]=1)=[O:5])[CH3:2].O.O[N:35]1C2C=CC=CC=2N=[N:36]1.ClCCCl.C(Cl)Cl, predict the reaction product. The product is: [CH2:31]([O:30][C:28]([C:6]1([C:4]([O:3][CH2:1][CH3:2])=[O:5])[CH2:10][CH2:9][C:8](=[O:11])[N:7]1[C:12]1[CH:13]=[N:14][C:15]([O:18][C:19]2[CH:24]=[CH:23][C:22]([C:25]([NH:35][NH2:36])=[O:27])=[CH:21][CH:20]=2)=[CH:16][CH:17]=1)=[O:29])[CH3:32]. (9) The product is: [Br:1][C:2]1[CH:7]=[N:6][C:5]([CH2:8][CH2:9][CH2:10][CH2:11][N:12]2[CH:16]=[CH:15][N:14]=[N:13]2)=[CH:4][N:3]=1. Given the reactants [Br:1][C:2]1[CH:7]=[N:6][C:5]([C:8]#[C:9][CH2:10][CH2:11][N:12]2[CH:16]=[CH:15][N:14]=[N:13]2)=[CH:4][N:3]=1.O, predict the reaction product. (10) Given the reactants C(OC([N:8]1[C:17]2[C:12](=[CH:13][C:14]([C:18]3[CH:19]=[N:20][CH:21]=[C:22]([CH2:24][O:25][C:26]4[CH:31]=[CH:30][C:29]([F:32])=[CH:28][CH:27]=4)[CH:23]=3)=[CH:15][N:16]=2)[CH2:11][CH2:10][CH2:9]1)=O)(C)(C)C.FC(F)(F)C(O)=O, predict the reaction product. The product is: [F:32][C:29]1[CH:30]=[CH:31][C:26]([O:25][CH2:24][C:22]2[CH:23]=[C:18]([C:14]3[CH:13]=[C:12]4[C:17](=[N:16][CH:15]=3)[NH:8][CH2:9][CH2:10][CH2:11]4)[CH:19]=[N:20][CH:21]=2)=[CH:27][CH:28]=1.